From a dataset of Peptide-MHC class I binding affinity with 185,985 pairs from IEDB/IMGT. Regression. Given a peptide amino acid sequence and an MHC pseudo amino acid sequence, predict their binding affinity value. This is MHC class I binding data. (1) The peptide sequence is MELKYSWKTW. The MHC is HLA-A32:01 with pseudo-sequence HLA-A32:01. The binding affinity (normalized) is 0.382. (2) The peptide sequence is KNWMTQTLLI. The MHC is Mamu-B08 with pseudo-sequence Mamu-B08. The binding affinity (normalized) is 0.182. (3) The peptide sequence is ALMRWRHPR. The MHC is HLA-B08:01 with pseudo-sequence HLA-B08:01. The binding affinity (normalized) is 0.0847. (4) The peptide sequence is RPAFPAGTF. The MHC is HLA-A02:03 with pseudo-sequence HLA-A02:03. The binding affinity (normalized) is 0.0847. (5) The peptide sequence is YVDGFKPNGC. The MHC is HLA-A30:02 with pseudo-sequence HLA-A30:02. The binding affinity (normalized) is 0.0294.